This data is from Catalyst prediction with 721,799 reactions and 888 catalyst types from USPTO. The task is: Predict which catalyst facilitates the given reaction. (1) Reactant: [CH2:1]([N:8](C)[CH2:9][C:10]1[CH:15]=[CH:14][CH:13]=[CH:12][CH:11]=1)[C:2]1[CH:7]=[CH:6][CH:5]=[CH:4][CH:3]=1.[CH2:17]([Li])CCC.[C:22]([O:26][C:27](=[O:36])[CH:28]=[CH:29][CH:30]1[CH2:35][CH2:34][CH2:33][CH2:32][CH2:31]1)([CH3:25])([CH3:24])[CH3:23]. The catalyst class is: 1. Product: [C:22]([O:26][C:27](=[O:36])[CH2:28][CH:29]([N:8]([CH2:1][C:2]1[CH:3]=[CH:4][CH:5]=[CH:6][CH:7]=1)[CH:9]([C:10]1[CH:11]=[CH:12][CH:13]=[CH:14][CH:15]=1)[CH3:17])[CH:30]1[CH2:31][CH2:32][CH2:33][CH2:34][CH2:35]1)([CH3:25])([CH3:23])[CH3:24]. (2) Reactant: [N:1]1[C:5]2[CH:6]=[CH:7][C:8]([C:10]([OH:12])=O)=[CH:9][C:4]=2[NH:3][CH:2]=1.[C:13]([N:20]1[CH2:25][CH2:24][NH:23][CH2:22][CH2:21]1)([O:15][C:16]([CH3:19])([CH3:18])[CH3:17])=[O:14].CCN(C(C)C)C(C)C.C(N=C=NCCCN(C)C)C. Product: [C:16]([O:15][C:13]([N:20]1[CH2:25][CH2:24][N:23]([C:10]([C:8]2[CH:7]=[CH:6][C:5]3[NH:1][CH:2]=[N:3][C:4]=3[CH:9]=2)=[O:12])[CH2:22][CH2:21]1)=[O:14])([CH3:19])([CH3:17])[CH3:18]. The catalyst class is: 39. (3) Reactant: O[C:2]([CH3:30])([CH3:29])[CH2:3][N:4]1[CH:12](C)[C:11]2[C:6](=[CH:7][CH:8]=[C:9]([C:14]3[N:15]=[N:16][N:17]([C:20]4[CH:25]=[CH:24][C:23]([F:26])=[CH:22][C:21]=4[F:27])[C:18]=3[CH3:19])[CH:10]=2)[C:5]1=[O:28].[CH3:31][S:32](Cl)(=[O:34])=[O:33].C([N:38](CC)CC)C. Product: [CH3:31][S:32]([NH:38][C:2]([CH3:30])([CH3:29])[CH2:3][N:4]1[CH2:12][C:11]2[C:6](=[CH:7][CH:8]=[C:9]([C:14]3[N:15]=[N:16][N:17]([C:20]4[CH:25]=[CH:24][C:23]([F:26])=[CH:22][C:21]=4[F:27])[C:18]=3[CH3:19])[CH:10]=2)[C:5]1=[O:28])(=[O:34])=[O:33]. The catalyst class is: 22. (4) The catalyst class is: 11. Reactant: [Br:1][C:2]1[CH:10]=[C:9]2[C:5]([CH:6]=[N:7][N:8]2[S:11]([C:14]2[CH:19]=[CH:18][C:17]([CH3:20])=[CH:16][CH:15]=2)(=[O:13])=[O:12])=[C:4]([C:21]2[NH:25][N:24]=NN=2)[CH:3]=1.[C:26](Cl)(=[O:28])[CH3:27]. Product: [Br:1][C:2]1[CH:10]=[C:9]2[C:5]([CH:6]=[N:7][N:8]2[S:11]([C:14]2[CH:15]=[CH:16][C:17]([CH3:20])=[CH:18][CH:19]=2)(=[O:12])=[O:13])=[C:4]([C:21]2[O:28][C:26]([CH3:27])=[N:24][N:25]=2)[CH:3]=1. (5) Reactant: [Cl:1][C:2]1[CH:3]=[C:4]([CH:7]=[C:8]([OH:11])[C:9]=1[OH:10])[CH:5]=[O:6].[CH2:12](O)[CH2:13][CH2:14][CH3:15].C1(P(C2C=CC=CC=2)C2C=CC=CC=2)C=CC=CC=1.CCOC(/N=N/C(OCC)=O)=O. Product: [CH2:12]([O:10][C:9]1[C:8]([OH:11])=[CH:7][C:4]([CH:5]=[O:6])=[CH:3][C:2]=1[Cl:1])[CH2:13][CH2:14][CH3:15]. The catalyst class is: 1. (6) Reactant: C(OC([N:8]1[C:16]2[C:11](=[CH:12][CH:13]=[CH:14][CH:15]=2)[CH:10]=[C:9]1[C:17]1[N:22]=[C:21]([NH:23][C:24]2[CH:32]=[CH:31][C:27]([C:28]([OH:30])=O)=[CH:26][C:25]=2[O:33][CH3:34])[CH:20]=[N:19][CH:18]=1)=O)(C)(C)C.[CH2:35]([N:37]1[CH2:41][CH:40]([NH2:42])[CH2:39][N:38]1[CH2:43][CH3:44])[CH3:36].CN(C(ON1N=NC2C=CC=CC1=2)=[N+](C)C)C.[B-](F)(F)(F)F. Product: [CH2:35]([N:37]1[CH2:41][CH:40]([NH:42][C:28](=[O:30])[C:27]2[CH:31]=[CH:32][C:24]([NH:23][C:21]3[CH:20]=[N:19][CH:18]=[C:17]([C:9]4[NH:8][C:16]5[C:11]([CH:10]=4)=[CH:12][CH:13]=[CH:14][CH:15]=5)[N:22]=3)=[C:25]([O:33][CH3:34])[CH:26]=2)[CH2:39][N:38]1[CH2:43][CH3:44])[CH3:36]. The catalyst class is: 3.